Dataset: Full USPTO retrosynthesis dataset with 1.9M reactions from patents (1976-2016). Task: Predict the reactants needed to synthesize the given product. (1) Given the product [C:1]([O:4][CH2:5][CH2:6][CH2:7][CH2:8][CH2:9][CH2:10][N:11]([C:12]1[CH:13]=[CH:14][C:15]([C:38]2[C:39](=[O:47])[NH:40][C:41](=[C:42]([C:45]#[N:46])[C:43]#[N:44])[C:37]=2[C:35]#[N:36])=[CH:16][CH:17]=1)[CH2:18][CH:19]([CH2:24][CH3:25])[CH2:20][CH2:21][CH2:22][CH3:23])(=[O:3])[CH3:2], predict the reactants needed to synthesize it. The reactants are: [C:1]([O:4][CH2:5][CH2:6][CH2:7][CH2:8][CH2:9][CH2:10][N:11]([CH2:18][CH:19]([CH2:24][CH3:25])[CH2:20][CH2:21][CH2:22][CH3:23])[C:12]1[CH:17]=[CH:16][CH:15]=[CH:14][CH:13]=1)(=[O:3])[CH3:2].C(OC(=O)C)(=O)C.[Na].[Na].[C:35]([C:37]1[C:41](=[C:42]([C:45]#[N:46])[C:43]#[N:44])[NH:40][C:39](=[O:47])[C:38]=1O)#[N:36].O=P(Cl)(Cl)Cl. (2) Given the product [C:1]1([C:16]2[CH:21]=[CH:20][CH:19]=[CH:18][CH:17]=2)[CH:6]=[CH:5][CH:4]=[C:3]([N:7]2[CH:12]=[C:11]([O:13][CH2:16][C:1]3[CH:6]=[CH:5][C:4]([O:25][CH3:22])=[CH:3][CH:2]=3)[C:10](=[O:14])[CH:9]=[C:8]2[CH3:15])[CH:2]=1, predict the reactants needed to synthesize it. The reactants are: [C:1]1([C:16]2[CH:21]=[CH:20][CH:19]=[CH:18][CH:17]=2)[CH:6]=[CH:5][CH:4]=[C:3]([N:7]2[CH:12]=[C:11]([OH:13])[C:10](=[O:14])[CH:9]=[C:8]2[CH3:15])[CH:2]=1.[C:22]([O-:25])([O-])=O.[K+].[K+].O. (3) Given the product [CH3:24][N:23]1[C:19]([C:14]2[CH:13]=[CH:12][N:11]=[CH:10][C:9]=2[NH2:8])=[CH:20][N:21]=[CH:22]1, predict the reactants needed to synthesize it. The reactants are: C(OC([NH:8][C:9]1[CH:10]=[N:11][CH:12]=[CH:13][C:14]=1B(O)O)=O)(C)(C)C.Br[C:19]1[N:23]([CH3:24])[CH:22]=[N:21][CH:20]=1.C([O-])([O-])=O.[Na+].[Na+]. (4) Given the product [Br:1][C:2]1[CH:3]=[N:4][C:5]2[N:6]([N:8]=[C:9]([C:11]([N:20]3[CH2:21][CH2:22][C:23]4[S:14][C:15](=[O:24])[NH:16][C:17]=4[CH2:18][CH2:19]3)=[O:13])[CH:10]=2)[CH:7]=1, predict the reactants needed to synthesize it. The reactants are: [Br:1][C:2]1[CH:3]=[N:4][C:5]2[N:6]([N:8]=[C:9]([C:11]([OH:13])=O)[CH:10]=2)[CH:7]=1.[S:14]1[C:23]2[CH2:22][CH2:21][NH:20][CH2:19][CH2:18][C:17]=2[NH:16][C:15]1=[O:24]. (5) The reactants are: [CH3:1][C:2]([OH:6])([C:4]#[CH:5])[CH3:3].[Li]CCCC.[N+:12]([C:15]1[CH:22]=[CH:21][C:18]([CH:19]=[O:20])=[CH:17][CH:16]=1)([O-:14])=[O:13]. Given the product [CH3:1][C:2]([OH:6])([CH3:3])[C:4]#[C:5][CH:19]([C:18]1[CH:17]=[CH:16][C:15]([N+:12]([O-:14])=[O:13])=[CH:22][CH:21]=1)[OH:20], predict the reactants needed to synthesize it. (6) Given the product [Cl:14][C:15]1[CH:20]=[C:19]([Cl:21])[CH:18]=[CH:17][C:16]=1[C:22]1[N:23]=[C:24]([C:28]2([C:31]3[CH:36]=[CH:35][C:34]([Cl:37])=[CH:33][C:32]=3[Cl:38])[CH2:29][CH2:30]2)[NH:25][C:26]=1[CH3:27], predict the reactants needed to synthesize it. The reactants are: BrC(C)C(C1C=CC(Cl)=CC=1Cl)=O.[Cl:14][C:15]1[CH:20]=[C:19]([Cl:21])[CH:18]=[CH:17][C:16]=1[C:22]1[N:23]=[C:24]([C:28]2([C:31]3[CH:36]=[CH:35][C:34]([Cl:37])=[CH:33][C:32]=3[Cl:38])[CH2:30][CH2:29]2)[NH:25][C:26]=1[CH3:27].ClC1C=C(Cl)C=CC=1C1(C(N)=N)CC1.CCN(C(C)C)C(C)C.